This data is from Reaction yield outcomes from USPTO patents with 853,638 reactions. The task is: Predict the reaction yield, written as a fraction of the theoretical maximum amount of product (1.0 means a 100% yield; for example, 0.34 means a 34% yield). (1) The reactants are [NH2:1][C:2]1[C:7]([N+:8]([O-:10])=[O:9])=[CH:6][CH:5]=[CH:4][C:3]=1[OH:11].[Cl:12]NC(=O)CCC(N)=O. The catalyst is C(#N)C. The product is [NH2:1][C:2]1[C:7]([N+:8]([O-:10])=[O:9])=[CH:6][C:5]([Cl:12])=[CH:4][C:3]=1[OH:11]. The yield is 0.950. (2) The reactants are [CH3:1][C:2]1(C)OC(=O)[CH:5]([C:9](=[O:22])[CH2:10][CH2:11][C:12]2[CH:17]=[CH:16][C:15]([C:18]([F:21])([F:20])[F:19])=[CH:14][CH:13]=2)[C:4](=[O:23])[O:3]1. The catalyst is CCO. The product is [O:22]=[C:9]([CH2:10][CH2:11][C:12]1[CH:13]=[CH:14][C:15]([C:18]([F:19])([F:20])[F:21])=[CH:16][CH:17]=1)[CH2:5][C:4]([O:3][CH2:2][CH3:1])=[O:23]. The yield is 0.995.